Task: Regression/Classification. Given a drug SMILES string, predict its absorption, distribution, metabolism, or excretion properties. Task type varies by dataset: regression for continuous measurements (e.g., permeability, clearance, half-life) or binary classification for categorical outcomes (e.g., BBB penetration, CYP inhibition). Dataset: rlm.. Dataset: Rat liver microsome stability data The drug is CCn1c(C(=O)NCCc2ccc(OC)cc2)cc2sccc21. The result is 1 (stable in rat liver microsomes).